From a dataset of Catalyst prediction with 721,799 reactions and 888 catalyst types from USPTO. Predict which catalyst facilitates the given reaction. (1) Reactant: [CH:1]1([NH:4][C:5](=[O:17])[C:6]2[CH:11]=[CH:10][C:9]([CH3:12])=[C:8]([NH:13][C:14]([NH2:16])=[S:15])[CH:7]=2)[CH2:3][CH2:2]1.Br[CH2:19][C:20](=O)[C:21]([O:23]CC)=O. Product: [C:8]1([NH:13][C:21]([C:20]2[N:16]=[C:14]([NH:13][C:8]3[CH:7]=[C:6]([C:5](=[O:17])[NH:4][CH:1]4[CH2:3][CH2:2]4)[CH:11]=[CH:10][C:9]=3[CH3:12])[S:15][CH:19]=2)=[O:23])[CH:9]=[CH:10][CH:11]=[CH:6][CH:7]=1. The catalyst class is: 8. (2) Reactant: CB1N2CCC[C@H]2C(C2C=CC=CC=2)(C2C=CC=CC=2)O1.C1(C)C=CC=CC=1.[CH3:29][C:30]([C:32]1[CH:37]=[C:36]([Cl:38])[CH:35]=[C:34]([Cl:39])[CH:33]=1)=[O:31]. Product: [Cl:38][C:36]1[CH:37]=[C:32]([C@H:30]([OH:31])[CH3:29])[CH:33]=[C:34]([Cl:39])[CH:35]=1. The catalyst class is: 7. (3) Reactant: [C:1]([O:5][C:6](=[O:17])[CH2:7][CH:8]([NH2:16])[CH:9]([O:13][CH2:14][CH3:15])[O:10][CH2:11][CH3:12])([CH3:4])([CH3:3])[CH3:2].C(N1CCOCC1)C.CN(C)N1C=CC=CC1.[CH2:35]([O:42][C:43]1[CH:48]=[C:47]([N+:49]([O-:51])=[O:50])[CH:46]=[CH:45][C:44]=1[S:52](Cl)(=[O:54])=[O:53])[C:36]1[CH:41]=[CH:40][CH:39]=[CH:38][CH:37]=1. Product: [C:1]([O:5][C:6](=[O:17])[CH2:7][C@H:8]([NH:16][S:52]([C:44]1[CH:45]=[CH:46][C:47]([N+:49]([O-:51])=[O:50])=[CH:48][C:43]=1[O:42][CH2:35][C:36]1[CH:37]=[CH:38][CH:39]=[CH:40][CH:41]=1)(=[O:53])=[O:54])[CH:9]([O:13][CH2:14][CH3:15])[O:10][CH2:11][CH3:12])([CH3:2])([CH3:4])[CH3:3]. The catalyst class is: 4. (4) Reactant: Br[C:2]1[CH:10]=[C:9]2[C:5]([C:6]3([CH2:15][CH2:14][CH2:13][CH2:12]3)[C:7](=[O:11])[NH:8]2)=[CH:4][CH:3]=1.[B:16]1([B:16]2[O:20][C:19]([CH3:22])([CH3:21])[C:18]([CH3:24])([CH3:23])[O:17]2)[O:20][C:19]([CH3:22])([CH3:21])[C:18]([CH3:24])([CH3:23])[O:17]1.C([O-])(=O)C.[K+]. Product: [CH3:23][C:18]1([CH3:24])[C:19]([CH3:22])([CH3:21])[O:20][B:16]([C:2]2[CH:10]=[C:9]3[C:5]([C:6]4([CH2:15][CH2:14][CH2:13][CH2:12]4)[C:7](=[O:11])[NH:8]3)=[CH:4][CH:3]=2)[O:17]1. The catalyst class is: 3.